From a dataset of Forward reaction prediction with 1.9M reactions from USPTO patents (1976-2016). Predict the product of the given reaction. (1) Given the reactants C(O)(C(F)(F)F)=O.C(OC([N:15]1[CH2:20][CH2:19][CH:18]([C:21]2[C:29]3[C:24](=[CH:25][CH:26]=[C:27]([C:30]([O:32][CH3:33])=[O:31])[CH:28]=3)[NH:23][CH:22]=2)[CH2:17][CH2:16]1)=O)(C)(C)C, predict the reaction product. The product is: [NH:15]1[CH2:16][CH2:17][CH:18]([C:21]2[C:29]3[C:24](=[CH:25][CH:26]=[C:27]([C:30]([O:32][CH3:33])=[O:31])[CH:28]=3)[NH:23][CH:22]=2)[CH2:19][CH2:20]1. (2) Given the reactants C([O:3][C:4](=[O:14])[C:5]1[C:10]([Cl:11])=[CH:9][C:8]([Cl:12])=[N:7][C:6]=1[CH3:13])C.[OH-].C([N+](CCCC)(CCCC)CCCC)CCC.Cl, predict the reaction product. The product is: [Cl:11][C:10]1[C:5]([C:4]([OH:14])=[O:3])=[C:6]([CH3:13])[N:7]=[C:8]([Cl:12])[CH:9]=1. (3) Given the reactants [CH:1]1([N:6]2[C:11]3[N:12]=[C:13]([NH:17][C:18]4[CH:26]=[CH:25][C:21]([C:22]([OH:24])=O)=[CH:20][CH:19]=4)[N:14]=[C:15]([CH3:16])[C:10]=3[CH:9]=[CH:8][C:7]2=[O:27])[CH2:5][CH2:4][CH2:3][CH2:2]1.[CH2:28]([NH2:35])[C:29]1[CH:34]=[CH:33][CH:32]=[CH:31][CH:30]=1, predict the reaction product. The product is: [CH:1]1([N:6]2[C:11]3[N:12]=[C:13]([NH:17][C:18]4[CH:26]=[CH:25][C:21]([C:22]([NH:35][CH2:28][C:29]5[CH:34]=[CH:33][CH:32]=[CH:31][CH:30]=5)=[O:24])=[CH:20][CH:19]=4)[N:14]=[C:15]([CH3:16])[C:10]=3[CH:9]=[CH:8][C:7]2=[O:27])[CH2:5][CH2:4][CH2:3][CH2:2]1. (4) Given the reactants [Cl:1][C:2]1[CH:3]=[C:4]([C:7]([OH:9])=[O:8])[NH:5][CH:6]=1.C(Cl)CCl.O.N1C2C(=NC=CC=2)N(O)N=1.[F:25][C:26]1[N:36]=[CH:35][C:34]2[C:33](=[O:37])[N:32]3[CH2:38][C@H:39]([C:42](=[N:44]O)[NH2:43])[CH2:40][CH2:41][C@H:31]3[CH2:30][CH2:29][C:28]=2[CH:27]=1, predict the reaction product. The product is: [Cl:1][C:2]1[CH:3]=[C:4]([C:7]([O:9][N:43]=[C:42]([C@H:39]2[CH2:38][N:32]3[C:33](=[O:37])[C:34]4[CH:35]=[N:36][C:26]([F:25])=[CH:27][C:28]=4[CH2:29][CH2:30][C@@H:31]3[CH2:41][CH2:40]2)[NH2:44])=[O:8])[NH:5][CH:6]=1. (5) The product is: [CH3:8][N:9]1[C:17]2[C:12](=[CH:13][CH:14]=[CH:15][CH:16]=2)[C:11]([C@H:3]([CH2:4][CH2:5][CH3:6])[CH2:2][CH:1]=[O:7])=[CH:10]1. Given the reactants [CH:1](=[O:7])[CH:2]=[CH:3][CH2:4][CH2:5][CH3:6].[CH3:8][N:9]1[C:17]2[C:12](=[CH:13][CH:14]=[CH:15][CH:16]=2)[CH:11]=[CH:10]1.C(O)(C(F)(F)F)=O.C([C@@H]1N[C@H](C(C)(C)C)N(C)C1=O)C1C=CC=CC=1, predict the reaction product. (6) Given the reactants [C:1]([N:5]1[C:9]([Cl:10])=[C:8]([C:11]([O:13]CC)=[O:12])[CH:7]=[N:6]1)([CH3:4])([CH3:3])[CH3:2].[OH-].[Na+].O, predict the reaction product. The product is: [C:1]([N:5]1[C:9]([Cl:10])=[C:8]([C:11]([OH:13])=[O:12])[CH:7]=[N:6]1)([CH3:4])([CH3:2])[CH3:3]. (7) Given the reactants [CH2:1]([O:8][C:9]1[CH:14]=[C:13]([O:15][CH3:16])[C:12](Br)=[CH:11][C:10]=1[O:18][CH3:19])[C:2]1[CH:7]=[CH:6][CH:5]=[CH:4][CH:3]=1.[B:20](OC(C)C)([O:25]C(C)C)[O:21]C(C)C, predict the reaction product. The product is: [CH2:1]([O:8][C:9]1[C:10]([O:18][CH3:19])=[CH:11][C:12]([B:20]([OH:25])[OH:21])=[C:13]([O:15][CH3:16])[CH:14]=1)[C:2]1[CH:7]=[CH:6][CH:5]=[CH:4][CH:3]=1. (8) The product is: [CH2:34]([O:33][C:31]1[C:30](=[O:36])[NH:29][CH:28]=[C:27]([C:24]2[CH:25]=[CH:26][C:21]([CH2:20][C:19]([NH:18][C:15]3[CH:16]=[CH:17][C:12]([CH2:11][C:10]([CH3:52])([CH3:53])[CH2:9][OH:8])=[C:13]([C:48]([F:50])([F:51])[F:49])[CH:14]=3)=[O:47])=[CH:22][C:23]=2[F:46])[CH:32]=1)[CH3:35]. Given the reactants [Si]([O:8][CH2:9][C:10]([CH3:53])([CH3:52])[CH2:11][C:12]1[CH:17]=[CH:16][C:15]([NH:18][C:19](=[O:47])[CH2:20][C:21]2[CH:26]=[CH:25][C:24]([C:27]3[CH:28]=[N:29][C:30]([O:36]CC4C=CC(OC)=CC=4)=[C:31]([O:33][CH2:34][CH3:35])[CH:32]=3)=[C:23]([F:46])[CH:22]=2)=[CH:14][C:13]=1[C:48]([F:51])([F:50])[F:49])(C(C)(C)C)(C)C.Cl, predict the reaction product.